This data is from Full USPTO retrosynthesis dataset with 1.9M reactions from patents (1976-2016). The task is: Predict the reactants needed to synthesize the given product. Given the product [CH3:14][O:13][C:9]1[CH:10]=[CH:11][C:12]2[CH:4]=[CH:5][S:6][C:7]=2[CH:8]=1, predict the reactants needed to synthesize it. The reactants are: C(O[CH:4](OCC)[CH2:5][S:6][C:7]1[CH:12]=[CH:11][CH:10]=[C:9]([O:13][CH3:14])[CH:8]=1)C.C(=O)([O-])[O-].[Na+].[Na+].